Dataset: Forward reaction prediction with 1.9M reactions from USPTO patents (1976-2016). Task: Predict the product of the given reaction. (1) Given the reactants [OH:1][C:2]1[CH:12]=[CH:11][CH:10]=[CH:9][C:3]=1[C:4]([O:6][CH2:7][CH3:8])=[O:5].Br[CH2:14][CH2:15][CH:16]=[CH2:17].C([O-])([O-])=O.[K+].[K+], predict the reaction product. The product is: [CH2:17]([O:1][C:2]1[CH:12]=[CH:11][CH:10]=[CH:9][C:3]=1[C:4]([O:6][CH2:7][CH3:8])=[O:5])[CH2:16][CH:15]=[CH2:14]. (2) The product is: [F:1][C:2]1([C:18]2[CH:23]=[CH:22][C:21]([CH:24]=[O:25])=[C:20]([OH:26])[CH:19]=2)[CH2:7][CH2:6][N:5]([C:8]([O:10][CH2:11][C:12]2[CH:13]=[CH:14][CH:15]=[CH:16][CH:17]=2)=[O:9])[CH2:4][CH2:3]1. Given the reactants [F:1][C:2]1([C:18]2[CH:23]=[CH:22][C:21]([CH:24]=[O:25])=[C:20]([O:26]COC)[CH:19]=2)[CH2:7][CH2:6][N:5]([C:8]([O:10][CH2:11][C:12]2[CH:17]=[CH:16][CH:15]=[CH:14][CH:13]=2)=[O:9])[CH2:4][CH2:3]1.Cl, predict the reaction product. (3) The product is: [C:26]([Si:23]([O:22][CH2:21][CH2:20][O:12][C:5]1[CH:6]=[CH:7][C:8]([N+:9]([O-:11])=[O:10])=[C:3]([O:2][CH3:1])[CH:4]=1)([CH3:25])[CH3:24])([CH3:29])([CH3:28])[CH3:27]. Given the reactants [CH3:1][O:2][C:3]1[CH:4]=[C:5]([OH:12])[CH:6]=[CH:7][C:8]=1[N+:9]([O-:11])=[O:10].C([O-])([O-])=O.[K+].[K+].Br[CH2:20][CH2:21][O:22][Si:23]([C:26]([CH3:29])([CH3:28])[CH3:27])([CH3:25])[CH3:24], predict the reaction product.